This data is from Reaction yield outcomes from USPTO patents with 853,638 reactions. The task is: Predict the reaction yield, written as a fraction of the theoretical maximum amount of product (1.0 means a 100% yield; for example, 0.34 means a 34% yield). (1) The reactants are [Br:1][C:2]1[N:7]=[C:6]([S:8][C:9]2[N:13]([C:14]3[CH:19]=[CH:18][CH:17]=[CH:16][C:15]=3[Cl:20])[N:12]=[C:11]([C:21]([O:23]CC)=O)[CH:10]=2)[CH:5]=[CH:4][CH:3]=1.[CH3:26][NH2:27].CO. The catalyst is CO. The product is [Br:1][C:2]1[N:7]=[C:6]([S:8][C:9]2[N:13]([C:14]3[CH:19]=[CH:18][CH:17]=[CH:16][C:15]=3[Cl:20])[N:12]=[C:11]([C:21]([NH:27][CH3:26])=[O:23])[CH:10]=2)[CH:5]=[CH:4][CH:3]=1. The yield is 0.930. (2) The reactants are [C:1]1([CH2:7][CH2:8][C:9](=[O:11])[CH3:10])[CH:6]=[CH:5][CH:4]=[CH:3][CH:2]=1.[CH3:12][N:13]([CH:15](OC)OC)[CH3:14]. The catalyst is CN(C=O)C. The product is [CH3:12][N:13]([CH3:15])/[CH:14]=[CH:10]/[C:9](=[O:11])[CH2:8][CH2:7][C:1]1[CH:6]=[CH:5][CH:4]=[CH:3][CH:2]=1. The yield is 0.370. (3) The reactants are CC([Si](C1C=CC=CC=1)(C1C=CC=CC=1)[O:6][C:7]1[C:15]2[N:14]=[C:13]([CH3:16])[N:12]([CH2:17][C:18]3[C:27]4[C:22](=[CH:23][CH:24]=[CH:25][CH:26]=4)[CH:21]=[CH:20][CH:19]=3)[C:11]=2[CH:10]=[C:9]([N:28]2[CH2:33][CH2:32][O:31][CH2:30][CH2:29]2)[CH:8]=1)(C)C.CCCC[N+](CCCC)(CCCC)CCCC.[F-]. The catalyst is C1COCC1. The product is [CH3:16][C:13]1[N:12]([CH2:17][C:18]2[C:27]3[C:22](=[CH:23][CH:24]=[CH:25][CH:26]=3)[CH:21]=[CH:20][CH:19]=2)[C:11]2[CH:10]=[C:9]([N:28]3[CH2:33][CH2:32][O:31][CH2:30][CH2:29]3)[CH:8]=[C:7]([OH:6])[C:15]=2[N:14]=1. The yield is 0.940. (4) The reactants are [Cl:1][C:2]1[CH:7]=[CH:6][C:5]([N:8]2[CH2:12][CH:11]([OH:13])[CH:10]([N:14]3[CH2:19][CH2:18][N:17]([C:20]([C:22]4[CH:27]=[CH:26][C:25]([Cl:28])=[CH:24][CH:23]=4)=[O:21])[CH2:16][CH2:15]3)[CH2:9]2)=[C:4]([N+:29]([O-:31])=[O:30])[CH:3]=1.CCN(CC)CC.[C:39](Cl)(=[O:41])[CH3:40]. The catalyst is C(Cl)Cl. The product is [Cl:28][C:25]1[CH:26]=[CH:27][C:22]([C:20]([N:17]2[CH2:16][CH2:15][N:14]([CH:10]3[CH2:9][N:8]([C:5]4[CH:6]=[CH:7][C:2]([Cl:1])=[CH:3][C:4]=4[N+:29]([O-:31])=[O:30])[CH2:12][CH:11]3[O:13][C:39](=[O:41])[CH3:40])[CH2:19][CH2:18]2)=[O:21])=[CH:23][CH:24]=1. The yield is 0.500. (5) The yield is 0.0600. The reactants are [C:1]([C:5]1[O:9][N:8]=[C:7]([NH:10][C:11]([NH:13][C:14]2[CH:19]=[CH:18][CH:17]=[C:16]([S:20][C:21]3[C:30]4[C:25](=[CH:26][C:27]([O:33][CH2:34][CH2:35][CH2:36]Cl)=[C:28]([O:31][CH3:32])[CH:29]=4)[N:24]=[CH:23][N:22]=3)[CH:15]=2)=[O:12])[CH:6]=1)([CH3:4])([CH3:3])[CH3:2].[NH:38]1[CH2:42][CH2:41][CH2:40][CH2:39]1. No catalyst specified. The product is [C:1]([C:5]1[O:9][N:8]=[C:7]([NH:10][C:11]([NH:13][C:14]2[CH:19]=[CH:18][CH:17]=[C:16]([S:20][C:21]3[C:30]4[C:25](=[CH:26][C:27]([O:33][CH2:34][CH2:35][CH2:36][N:38]5[CH2:42][CH2:41][CH2:40][CH2:39]5)=[C:28]([O:31][CH3:32])[CH:29]=4)[N:24]=[CH:23][N:22]=3)[CH:15]=2)=[O:12])[CH:6]=1)([CH3:4])([CH3:3])[CH3:2]. (6) The reactants are [H-].[Al+3].[Li+].[H-].[H-].[H-].CCOCC.[Cl-].[Cl-].[Cl-].[Al+3].[Cl:16][C:17]1[CH:18]=[C:19]([OH:28])[CH:20]=[CH:21][C:22]=1[CH:23]=[CH:24][N+:25]([O-])=O.Cl. The catalyst is C1COCC1.O. The product is [NH2:25][CH2:24][CH2:23][C:22]1[CH:21]=[CH:20][C:19]([OH:28])=[CH:18][C:17]=1[Cl:16]. The yield is 0.810. (7) The reactants are Cl[C:2]1[CH:7]=[CH:6][N:5]2[C:8]([C:11]([NH:13][C:14]3[CH:22]=[CH:21][CH:20]=[C:19]4[C:15]=3[C:16]([CH3:33])=[N:17][N:18]4[CH2:23][C:24]3[CH:29]=[CH:28][CH:27]=[C:26]([CH:30]([CH3:32])C)[N:25]=3)=[O:12])=[CH:9][N:10]=[C:4]2[CH:3]=1.[CH3:34][C@@H:35]1[N:40]([CH3:41])[CH2:39][CH2:38][N:37]([CH2:42][CH2:43][OH:44])[CH2:36]1.C[C@H]1N(C)[C@@H](C)CN(CCO)C1. The product is [CH3:34][C@@H:35]1[N:40]([CH3:41])[CH2:39][CH2:38][N:37]([CH2:42][CH2:43][O:44][C:2]2[CH:7]=[CH:6][N:5]3[C:8]([C:11]([NH:13][C:14]4[CH:22]=[CH:21][CH:20]=[C:19]5[C:15]=4[C:16]([CH3:33])=[N:17][N:18]5[CH2:23][C:24]4[CH:29]=[CH:28][CH:27]=[C:26]([CH2:30][CH3:32])[N:25]=4)=[O:12])=[CH:9][N:10]=[C:4]3[CH:3]=2)[CH2:36]1. No catalyst specified. The yield is 0.270.